This data is from Full USPTO retrosynthesis dataset with 1.9M reactions from patents (1976-2016). The task is: Predict the reactants needed to synthesize the given product. (1) Given the product [CH2:46]([N:47]([CH2:42][CH3:43])[C:27](=[O:28])[C:26]1[CH:30]=[CH:31][CH:32]=[C:24]([C@H:8]([N:9]([CH3:23])[C:10](=[O:22])[CH2:11][C:12]2[CH:20]=[C:19]3[C:15]([CH2:16][C:17](=[O:21])[NH:18]3)=[CH:14][CH:13]=2)[CH2:7][N:4]2[CH2:5][CH2:6][C@H:2]([OH:1])[CH2:3]2)[CH:25]=1)[CH3:45], predict the reactants needed to synthesize it. The reactants are: [OH:1][C@H:2]1[CH2:6][CH2:5][N:4]([CH2:7][C@H:8]([C:24]2[CH:25]=[C:26]([CH:30]=[CH:31][CH:32]=2)[C:27](O)=[O:28])[N:9]([CH3:23])[C:10](=[O:22])[CH2:11][C:12]2[CH:20]=[C:19]3[C:15]([CH2:16][C:17](=[O:21])[NH:18]3)=[CH:14][CH:13]=2)[CH2:3]1.CN(C(ON1N=N[C:43]2C=[CH:45][CH:46]=[N:47][C:42]1=2)=[N+](C)C)C.F[P-](F)(F)(F)(F)F.CCN(C(C)C)C(C)C.C(NCC)C. (2) Given the product [OH:25][CH:4]([CH3:3])[CH2:5][C:6]1[NH:7][C:8]2[C:13]([CH:14]=1)=[CH:12][C:11]([O:15][CH3:16])=[CH:10][CH:9]=2, predict the reactants needed to synthesize it. The reactants are: C([CH:3]([O-])[CH:4]=[CH:5][C:6]1[NH:7][C:8]2[C:13]([CH:14]=1)=[CH:12][C:11]([O:15][CH3:16])=[CH:10][CH:9]=2)C.[H-].[H-].[H-].[H-].[Li+].[Al+3].C[OH:25].